Task: Regression. Given a peptide amino acid sequence and an MHC pseudo amino acid sequence, predict their binding affinity value. This is MHC class I binding data.. Dataset: Peptide-MHC class I binding affinity with 185,985 pairs from IEDB/IMGT (1) The peptide sequence is KLKSVGKAY. The binding affinity (normalized) is 0.0847. The MHC is HLA-A69:01 with pseudo-sequence HLA-A69:01. (2) The peptide sequence is QTDPLWQKY. The MHC is HLA-A26:01 with pseudo-sequence HLA-A26:01. The binding affinity (normalized) is 0.267. (3) The peptide sequence is AVYGNITHK. The MHC is HLA-A29:02 with pseudo-sequence HLA-A29:02. The binding affinity (normalized) is 0.0562. (4) The peptide sequence is ESENISEPY. The MHC is HLA-B57:01 with pseudo-sequence HLA-B57:01. The binding affinity (normalized) is 0.0847.